This data is from Forward reaction prediction with 1.9M reactions from USPTO patents (1976-2016). The task is: Predict the product of the given reaction. (1) The product is: [F:32]/[CH:31]=[CH:30]/[CH2:29][CH:26]1[CH2:27][CH2:28][CH:23]([CH2:21][OH:20])[CH2:24][CH2:25]1. Given the reactants COCCO[AlH2-]OCCOC.[Na+].C([O:20][C:21]([CH:23]1[CH2:28][CH2:27][CH:26]([CH2:29][CH:30]=[C:31](F)[F:32])[CH2:25][CH2:24]1)=O)C1C=CC=CC=1.OS(O)(=O)=O, predict the reaction product. (2) Given the reactants CC(C)([O-])C.[K+].[F:7]/[C:8](/[C:23]1[CH:27]=[C:26]([CH3:28])[NH:25][N:24]=1)=[CH:9]\[C:10]1[CH:15]=[CH:14][C:13]([C:16]([CH3:22])([CH3:21])[C:17]([F:20])([F:19])[F:18])=[CH:12][CH:11]=1.Cl[CH2:30][C:31]1[CH:36]=[CH:35][N:34]=[C:33]([N:37]2[CH2:42][CH2:41][N:40]([CH:43]3[CH2:45][CH2:44]3)[CH2:39][CH2:38]2)[CH:32]=1.O, predict the reaction product. The product is: [CH:43]1([N:40]2[CH2:39][CH2:38][N:37]([C:33]3[CH:32]=[C:31]([CH2:30][N:25]4[C:26]([CH3:28])=[CH:27][C:23](/[C:8](/[F:7])=[CH:9]/[C:10]5[CH:15]=[CH:14][C:13]([C:16]([CH3:22])([CH3:21])[C:17]([F:20])([F:19])[F:18])=[CH:12][CH:11]=5)=[N:24]4)[CH:36]=[CH:35][N:34]=3)[CH2:42][CH2:41]2)[CH2:45][CH2:44]1. (3) Given the reactants CS(O[C:6]1([CH2:9]C(O)=O)[CH2:8][CH2:7]1)(=O)=O.S(Cl)([Cl:15])=O.C1C(=O)N(Cl)[C:19](=[O:20])C1.[CH3:25][OH:26], predict the reaction product. The product is: [Cl:15][C:9](=[C:6]1[CH2:7][CH2:8]1)[C:25]([O:20][CH3:19])=[O:26]. (4) Given the reactants [H-].[Na+].[Cl:3][C:4]1[CH:5]=[CH:6][C:7]([CH:12]([C:14]2[CH:24]=[CH:23][C:17]3[N:18]([CH3:22])[CH2:19][CH2:20][O:21][C:16]=3[CH:15]=2)[OH:13])=[N:8][C:9]=1[O:10][CH3:11].O, predict the reaction product. The product is: [Cl:3][C:4]1[CH:5]=[CH:6][C:7]([C:12]([C:14]2[CH:24]=[CH:23][C:17]3[N:18]([CH3:22])[CH2:19][CH2:20][O:21][C:16]=3[CH:15]=2)=[O:13])=[N:8][C:9]=1[O:10][CH3:11].